From a dataset of Reaction yield outcomes from USPTO patents with 853,638 reactions. Predict the reaction yield, written as a fraction of the theoretical maximum amount of product (1.0 means a 100% yield; for example, 0.34 means a 34% yield). (1) The reactants are [C:1](=[O:19])([O:4][C:5]1[CH:10]=[C:9]([N+:11]([O-])=O)[CH:8]=[CH:7][C:6]=1[O:14][C:15]([F:18])([F:17])[F:16])[O:2][CH3:3]. The catalyst is C(OCC)(=O)C.[Pd]. The product is [C:1](=[O:19])([O:2][CH3:3])[O:4][C:5]1[CH:10]=[C:9]([NH2:11])[CH:8]=[CH:7][C:6]=1[O:14][C:15]([F:18])([F:17])[F:16]. The yield is 0.840. (2) The reactants are N(C(C)C)C(C)C.[Li]CCCC.CC(C)=O.C(=O)=O.[CH2:20]([N:24]1[C:32]2[C:27](=[CH:28][CH:29]=[C:30]([O:33][CH3:34])[CH:31]=2)[C:26]([C:35]#[N:36])=[CH:25]1)[CH2:21][CH2:22][CH3:23].B(OC)(OC)OC.I[C:45]1[CH:51]=[CH:50][C:48]([NH2:49])=[CH:47][CH:46]=1. The catalyst is C1COCC1.CN(C=O)C. The product is [NH2:49][C:48]1[CH:50]=[CH:51][C:45]([C:25]2[N:24]([CH2:20][CH2:21][CH2:22][CH3:23])[C:32]3[C:27]([C:26]=2[C:35]#[N:36])=[CH:28][CH:29]=[C:30]([O:33][CH3:34])[CH:31]=3)=[CH:46][CH:47]=1. The yield is 0.860.